Dataset: Experimentally validated miRNA-target interactions with 360,000+ pairs, plus equal number of negative samples. Task: Binary Classification. Given a miRNA mature sequence and a target amino acid sequence, predict their likelihood of interaction. (1) The miRNA is mmu-miR-669c-3p with sequence UACACACACACACACAAGUAAA. The protein sequence of the target gene is MTKESKDMDCYLRRLKQELMSMKEVGDGLQDQMNCMMGALQELKLLQVQTALEQLEISGGTPTFSCPESSQEQPECPRWQGSGGPAGPAAWTSSSQPSFDSSPKLPCRRSVCGKELAVLPKTQLPEEHQSCTQQGTEWVEPDDWTSTLMSRGRNRQPLVLGDNVFADLVGNWLDLPELEKGGEKGETGGSIEPKGEKGQSRELGRKFALTANIFRKFLRSVRPDRDRLLKEKPGWMTPMVSESRAGRSKKVKKRSLSKGSGRFPFSSTGEPRHIETPATSSPKALEPSCRGFDINTAVWV.... Result: 1 (interaction). (2) Result: 0 (no interaction). The miRNA is mmu-miR-19b-3p with sequence UGUGCAAAUCCAUGCAAAACUGA. The protein sequence of the target gene is MRRTGAPAQADSRGRGRARGGCPGGEATLSQPPPRGGTRGQEPQMKETIMNQEKLAKLQAQVRIGGKGTARRKKKVVHRTATADDKKLQFSLKKLGVNNISGIEEVNMFTNQGTVIHFNNPKVQASLAANTFTITGHAETKQLTEMLPSILNQLGADSLTSLRRLAEALPKQSVDGKAPLATGEDDDDEVPDLVENFDEASKNEAN. (3) Result: 1 (interaction). The protein sequence of the target gene is MAGLGHPSAFGRATHAVVRAPPESLCRHALRRSQGEEVDFARAERQHELYVGVLGSKLGLQVVQLPADESLPDCVFVEDVAVVCEETALITRPGAPSRRKEVDMMKEALEKLQLNIVEMKDENATLDGGDVLFTGREFFVGLSKRTNQRGAEILADTFKDYAVSTVPVADSLHLKSFCSMAGPNLIAIGSSESAQKALKIMQQMSDHRYDKLTVPDDMAANCIYLNIPSKGHVLLHRTPEEYPESAKVYEKLKDHLLIPVSNSEMEKVDGLLTCCSVFINKKIDS. The miRNA is mmu-miR-7b-5p with sequence UGGAAGACUUGUGAUUUUGUUGUU. (4) The miRNA is hsa-miR-663b with sequence GGUGGCCCGGCCGUGCCUGAGG. The protein sequence of the target gene is MFRRILQRTPGRVGSQGSDLDSSATPINTVDVNNESSSEGFICPQCMKSLGSADELFKHYQAVHDAGNDSGHGGEAGLALTRDDITLLRQEVQDLQASLKEEKWYSEELKKELEKYQGLQQQEAKSDGLVTDSSAELQALEQQLEEAQTENFNIKQMKDLFEQKAAQLATEIADIKSKYDEEKSLRAAAEQKVTHLTEDLNKQTTVIQDLKTELLQRPGIEDVAVLKKELVQVQTLMDNMTLERERESEKLKDECKKLQSEHAHLEATINQLRSELAKGPQEVAVYVQEIQKLKGSINEL.... Result: 0 (no interaction). (5) Result: 1 (interaction). The protein sequence of the target gene is MASRSKRRAVESGVPQPPDPPVQRDEEEEKEVENEDEDDDDSDKEKDEEDEVIDEEVNIEFEAYSLSDNDYDGIKKLLQQLFLKAPVNTAELTDLLIQQNHIGSVIKQTDVSEDSNDDMDEDEVFGFISLLNLTERKGTQCVEQIQELVLRFCEKNCEKSMVEQLDKFLNDTTKPVGLLLSERFINVPPQIALPMYQQLQKELAGAHRTNKPCGKCYFYLLISKTFVEAGKNNSKKKPSNKKKAALMFANAEEEFFYEKAILKFNYSVQEESDTCLGGKWSFDDVPMTPLRTVMLIPGDK.... The miRNA is hsa-let-7c-5p with sequence UGAGGUAGUAGGUUGUAUGGUU. (6) The miRNA is hsa-miR-3663-5p with sequence GCUGGUCUGCGUGGUGCUCGG. The protein sequence of the target gene is MNSRQAWRLFLSQGRGDRWVSRPRGHFSPALRREFFTTTTKEGYDRRPVDITPLEQRKLTFDTHALVQDLETHGFDKTQAETIVSALTALSNVSLDTIYKEMVTQAQQEITVQQLMAHLDAIRKDMVILEKSEFANLRAENEKMKIELDQVKQQLMHETSRIRADNKLDINLERSRVTDMFTDQEKQLMETTTEFTKKDTQTKSIISETSNKIDAEIASLKTLMESNKLETIRYLAASVFTCLAIALGFYRFWK. Result: 1 (interaction). (7) The miRNA is mmu-miR-1191b-3p with sequence AGACUCACUAUGUAGCCCAAGC. The protein sequence of the target gene is MALSVDSSWHRWQWRVRDGFPHCPSETTPLLSPEKGRQSYNLTQQRVVFPNNSIFHQDWEEVSRRYPGNRTCTTKYTLFTFLPRNLFEQFHRWANLYFLFLVILNWMPSMEVFHREITMLPLAIVLFVIMIKDGMEDFKRHRFDKAINCSNIRIYERKEQTYVQKCWKDVRVGDFIQMKCNEIVPADILLLFSSDPNGICHLETASLDGETNLKQRCVVKGFSQQEVQFEPELFHNTIVCEKPNNHLNKFKGYMEHPDQTRTGFGCESLLLRGCTIRNTEMAVGIVIYAGHETKAMLNNS.... Result: 0 (no interaction). (8) The miRNA is hsa-miR-4420 with sequence GUCACUGAUGUCUGUAGCUGAG. The protein sequence of the target gene is MAAAGGSSNCPPPPPPPPPNNNNNNNTPKSPGVPDAEDDDERRHDELPEDINNFDEDMNRQFENMNLLDQVELLAQSYSLLDHLDDFDDDDEDDDFDPEPDQDELPEYSDDDDLELQGAAAAPIPNFFSDDDCLEDLPEKFDGNPDMLGPFMYQCQLFMEKSTRDFSVDRIRVCFVTSMLIGRAARWATAKLQRCTYLMHNYTAFMMELKHVFEDPQRREAAKRKIRRLRQGPGPVVDYSNAFQMIAQDLDWTEPALMDQFQEGLNPDIRAELSRQEAPKTLAALITACIHIERRLARDA.... Result: 0 (no interaction). (9) The miRNA is mmu-miR-381-3p with sequence UAUACAAGGGCAAGCUCUCUGU. The protein sequence of the target gene is MDQTQHPSKAAQPLRSEKTRHCDGFRIFLAALSFSYICKALGGVIMKSSITQIERRFDIPSSISGLIDGGFEIGNLLVIVFVSYFGSKLHRPKLIGTGCFIMGIGSILTALPHFFMGYYRYATENDISSLHNSTLTCLVNQTTSLTGTSPEIMEKGCEKGSNSYTWIYVLMGNMLRGIGETPIVPLGVSYIDDFAKEGNSSMYLGTLHTIAMIGPILGFIMSSVFAKLYVDVGYVDLRSVRITPQDARWVGAWWLGFIVNGLLCIICSIPFFFLPKIPKRSQKERKNSASLHVLKTDEDK.... Result: 0 (no interaction). (10) The miRNA is hsa-miR-18a-5p with sequence UAAGGUGCAUCUAGUGCAGAUAG. The protein sequence of the target gene is MSGGVYGGDEVGALVFDIGSYTVRAGYAGEDCPKVDFPTAIGMVVERDDGSTLMEIDGDKGKQGGPTYYIDTNALRVPRENMEAISPLKNGMVEDWDSFQAILDHTYKMHVKSEASLHPVLMSEAPWNTRAKREKLTELMFEHYNIPAFFLCKTAVLTAFANGRSTGLILDSGATHTTAIPVHDGYVLQQGIVKSPLAGDFITMQCRELFQEMNIELVPPYMIASKEAVREGSPANWKRKEKLPQVTRSWHNYMCNCVIQDFQASVLQVSDSTYDEQVAAQMPTVHYEFPNGYNCDFGAE.... Result: 1 (interaction).